The task is: Predict the product of the given reaction.. This data is from Forward reaction prediction with 1.9M reactions from USPTO patents (1976-2016). Given the reactants [CH3:1][C:2]1[CH:7]=[CH:6][C:5]([S:8]([N:11]([C@H:16]([C:41]([NH2:43])=[O:42])[CH2:17][CH2:18][CH2:19][CH2:20][NH:21][C:22]([C@@H:24]([NH:32][S:33]([C:36]2[S:40][CH:39]=[CH:38][CH:37]=2)(=[O:35])=[O:34])[CH2:25][C:26]2[CH:31]=[CH:30][CH:29]=[CH:28][CH:27]=2)=[O:23])[CH2:12][CH:13]([CH3:15])[CH3:14])(=[O:10])=[O:9])=[CH:4][CH:3]=1.[CH2:44]([CH2:46]N)[OH:45], predict the reaction product. The product is: [CH3:1][C:2]1[CH:3]=[CH:4][C:5]([S:8]([N:11]([C@H:16]([C:41]([NH:43][CH2:46][CH2:44][OH:45])=[O:42])[CH2:17][CH2:18][CH2:19][CH2:20][NH:21][C:22]([C@@H:24]([NH:32][S:33]([C:36]2[S:40][CH:39]=[CH:38][CH:37]=2)(=[O:34])=[O:35])[CH2:25][C:26]2[CH:31]=[CH:30][CH:29]=[CH:28][CH:27]=2)=[O:23])[CH2:12][CH:13]([CH3:15])[CH3:14])(=[O:9])=[O:10])=[CH:6][CH:7]=1.